Dataset: Rat liver microsome stability data. Task: Regression/Classification. Given a drug SMILES string, predict its absorption, distribution, metabolism, or excretion properties. Task type varies by dataset: regression for continuous measurements (e.g., permeability, clearance, half-life) or binary classification for categorical outcomes (e.g., BBB penetration, CYP inhibition). Dataset: rlm. (1) The molecule is Fc1ccc(OCCN2CCC(c3c[nH]c4ccc(F)cc34)CC2)c(-c2ccccc2)c1. The result is 0 (unstable in rat liver microsomes). (2) The molecule is Cc1cccc(-c2noc([C@@H]3Cc4[nH]cnc4CN3C(=O)CC(C)(C)CC(=O)O)n2)c1. The result is 0 (unstable in rat liver microsomes). (3) The compound is Cc1c(C(=O)Nc2cc(Cl)ccn2)nn(C)c1-c1ccc(F)cc1. The result is 0 (unstable in rat liver microsomes). (4) The molecule is O=C(c1cnc(N2CCCCC2)c2ccccc12)N1CCN(c2ccccn2)CC1. The result is 1 (stable in rat liver microsomes). (5) The compound is Oc1ccc(CNc2ccc(C(F)(F)F)cc2F)c2cccnc12. The result is 1 (stable in rat liver microsomes). (6) The molecule is COc1ccccc1NC(=O)C1=C(C)Nc2c(C(=O)Nc3cccc(C)c3)cnn2C1c1ccccc1Cl. The result is 1 (stable in rat liver microsomes). (7) The molecule is CC(C)(O)C#Cc1ccc(NC(=O)CSc2nnnn2-c2ccc(C3CC3)cc2Cl)c(Cl)c1. The result is 0 (unstable in rat liver microsomes).